Dataset: Reaction yield outcomes from USPTO patents with 853,638 reactions. Task: Predict the reaction yield, written as a fraction of the theoretical maximum amount of product (1.0 means a 100% yield; for example, 0.34 means a 34% yield). The reactants are [F:1][C:2]1[C:7]([C:8]([F:11])([F:10])[F:9])=[CH:6][CH:5]=[CH:4][C:3]=1[CH2:12][C:13]([OH:15])=O.C(Cl)(=O)C(Cl)=O.[NH2:22][C:23](=[N:29]O)[C:24]([O:26][CH2:27][CH3:28])=[O:25].C(N(CC)C(C)C)(C)C. The catalyst is ClCCl.N1C=CC=CC=1.CN(C=O)C. The product is [F:1][C:2]1[C:7]([C:8]([F:9])([F:10])[F:11])=[CH:6][CH:5]=[CH:4][C:3]=1[CH2:12][C:13]1[O:15][N:29]=[C:23]([C:24]([O:26][CH2:27][CH3:28])=[O:25])[N:22]=1. The yield is 0.140.